From a dataset of Full USPTO retrosynthesis dataset with 1.9M reactions from patents (1976-2016). Predict the reactants needed to synthesize the given product. (1) The reactants are: COC[O:4][C:5]1[CH:6]=[C:7]([CH:10]=[CH:11][C:12]=1[N:13]1[CH2:18][CH2:17][O:16][CH2:15][CH2:14]1)[CH:8]=[O:9].Cl.C(=O)([O-])O.[Na+]. Given the product [OH:4][C:5]1[CH:6]=[C:7]([CH:10]=[CH:11][C:12]=1[N:13]1[CH2:18][CH2:17][O:16][CH2:15][CH2:14]1)[CH:8]=[O:9], predict the reactants needed to synthesize it. (2) Given the product [CH3:41][N:30]1[C:24]2[CH:25]=[N:26][C:27]3[CH:28]=[CH:29][C:20]([C:7]4[CH:6]=[N:5][C:4]([CH3:18])=[C:3]([NH:2][CH3:1])[CH:8]=4)=[CH:21][C:22]=3[C:23]=2[N:32]([C:33]2[C:34]([CH3:39])=[N:35][CH:36]=[CH:37][CH:38]=2)[C:31]1=[O:40], predict the reactants needed to synthesize it. The reactants are: [CH3:1][NH:2][C:3]1[C:4]([CH3:18])=[N:5][CH:6]=[C:7](B2OC(C)(C)C(C)(C)O2)[CH:8]=1.Br[C:20]1[CH:29]=[CH:28][C:27]2[N:26]=[CH:25][C:24]3[N:30]([CH3:41])[C:31](=[O:40])[N:32]([C:33]4[C:34]([CH3:39])=[N:35][CH:36]=[CH:37][CH:38]=4)[C:23]=3[C:22]=2[CH:21]=1. (3) Given the product [Br:1][C:2]1[CH:7]=[CH:6][C:5]2=[C:8]3[N:9]=[C:10]([C:20]4[C:25]([F:26])=[CH:24][CH:23]=[CH:22][C:21]=4[Cl:27])[NH:11][C:12]3=[C:13]3[C:14]([C:15](=[O:19])[NH:16][CH:17]=[CH:18]3)=[C:4]2[CH:3]=1, predict the reactants needed to synthesize it. The reactants are: [Br:1][C:2]1[CH:7]=[CH:6][C:5]([C:8]2[N:9]=[C:10]([C:20]3[C:25]([F:26])=[CH:24][CH:23]=[CH:22][C:21]=3[Cl:27])[NH:11][C:12]=2[C:13]2[CH:18]=[CH:17][NH:16][C:15](=[O:19])[CH:14]=2)=[CH:4][CH:3]=1. (4) Given the product [CH3:1][O:2][C:3]1[C:4]2[S:12][C:13]([C:15]3[CH:20]=[CH:19][CH:18]=[CH:17][N:16]=3)=[N:14][C:6](=[O:8])[C:5]=2[CH:9]=[CH:10][CH:11]=1, predict the reactants needed to synthesize it. The reactants are: [CH3:1][O:2][C:3]1[C:4]([SH:12])=[C:5]([CH:9]=[CH:10][CH:11]=1)[C:6]([OH:8])=O.[C:13]([C:15]1[CH:20]=[CH:19][CH:18]=[CH:17][N:16]=1)#[N:14]. (5) Given the product [Cl:30][C:15]1[C:16]2[N:17]=[C:8]([C:5]3[CH:6]=[CH:7][C:2]([F:1])=[CH:3][CH:4]=3)[CH:9]=[CH:10][C:11]=2[N:12]=[CH:13][N:14]=1, predict the reactants needed to synthesize it. The reactants are: [F:1][C:2]1[CH:7]=[CH:6][C:5]([C:8]2[CH:9]=[CH:10][C:11]3[N:12]=[CH:13][NH:14][C:15](=O)[C:16]=3[N:17]=2)=[CH:4][CH:3]=1.C(N(C(C)C)CC)(C)C.P(Cl)(Cl)([Cl:30])=O. (6) Given the product [F:25][C:26]1[CH:27]=[C:28]([CH:31]=[C:32]([C:34]([F:35])([F:36])[F:37])[CH:33]=1)[CH2:29][NH:30][C:21]([C:20]1[CH:24]=[C:16]([N:14]2[CH2:15][C@@H:10]3[CH2:9][N:8]([C:6]([O:5][C:1]([CH3:3])([CH3:4])[CH3:2])=[O:7])[CH2:12][C@@H:11]3[CH2:13]2)[CH:17]=[N:18][CH:19]=1)=[O:23], predict the reactants needed to synthesize it. The reactants are: [C:1]([O:5][C:6]([N:8]1[CH2:12][C@H:11]2[CH2:13][N:14]([C:16]3[CH:17]=[N:18][CH:19]=[C:20]([CH:24]=3)[C:21]([OH:23])=O)[CH2:15][C@H:10]2[CH2:9]1)=[O:7])([CH3:4])([CH3:3])[CH3:2].[F:25][C:26]1[CH:27]=[C:28]([CH:31]=[C:32]([C:34]([F:37])([F:36])[F:35])[CH:33]=1)[CH2:29][NH2:30]. (7) Given the product [Cl:13][C:11]1[CH:2]=[C:3]([CH:8]=[CH:9][C:10]=1[Cl:12])[C:4]([NH:6][NH:7][C:26](=[O:27])[CH2:25][Cl:24])=[O:5], predict the reactants needed to synthesize it. The reactants are: Cl[C:2]1[CH:11]=[C:10]([Cl:12])[CH:9]=[CH:8][C:3]=1[C:4]([NH:6][NH2:7])=[O:5].[Cl:13]Cl.CCN(C(C)C)C(C)C.[Cl:24][CH2:25][C:26](Cl)=[O:27]. (8) The reactants are: [CH2:1]([NH:5][C:6]1[C:7]([CH3:19])=[C:8]([CH:12]=[CH:13][C:14]=1[S:15]([CH3:18])(=[O:17])=[O:16])[C:9]([OH:11])=O)[CH:2]([CH3:4])[CH3:3].[CH2:20]([N:22]1[C:26]([OH:27])=[CH:25][CH:24]=[N:23]1)[CH3:21].Cl.CN(C)CCCN=C=NCC.CCN(CC)CC.[Si](C#N)(C)(C)C.[C-]#N.[K+]. Given the product [CH2:1]([NH:5][C:6]1[C:7]([CH3:19])=[C:8]([CH:12]=[CH:13][C:14]=1[S:15]([CH3:18])(=[O:17])=[O:16])[C:9]([C:25]1[CH:24]=[N:23][N:22]([CH2:20][CH3:21])[C:26]=1[OH:27])=[O:11])[CH:2]([CH3:3])[CH3:4], predict the reactants needed to synthesize it. (9) Given the product [CH2:32]([O:34][C:35](=[O:38])[CH2:36][N:5]1[CH2:6][C:2]([CH3:21])([CH3:1])[CH:3]([O:8][C:9]2[CH:16]=[CH:15][C:12]([C:13]#[N:14])=[C:11]([C:17]([F:18])([F:20])[F:19])[CH:10]=2)[C:4]1=[O:7])[CH3:33], predict the reactants needed to synthesize it. The reactants are: [CH3:1][C:2]1([CH3:21])[CH2:6][NH:5][C:4](=[O:7])[CH:3]1[O:8][C:9]1[CH:16]=[CH:15][C:12]([C:13]#[N:14])=[C:11]([C:17]([F:20])([F:19])[F:18])[CH:10]=1.C[Si]([N-][Si](C)(C)C)(C)C.[Li+].[CH2:32]([O:34][C:35](=[O:38])[CH2:36]Br)[CH3:33].O.